From a dataset of Forward reaction prediction with 1.9M reactions from USPTO patents (1976-2016). Predict the product of the given reaction. Given the reactants [CH3:1][N:2]1[C:10]2[C:5](=[CH:6][CH:7]=[CH:8][CH:9]=2)[C:4]([C:11]2[C:12](=[O:24])[NH:13][C:14](=[O:23])[C:15]=2[C:16]2[CH:21]=[CH:20][CH:19]=[C:18]([NH2:22])[CH:17]=2)=[CH:3]1.[NH:25]1[CH:29]=[CH:28][N:27]=[C:26]1[CH:30]=O.[BH3-]C#N.[Na+], predict the reaction product. The product is: [CH3:1][N:2]1[C:10]2[C:5](=[CH:6][CH:7]=[CH:8][CH:9]=2)[C:4]([C:11]2[C:12](=[O:24])[NH:13][C:14](=[O:23])[C:15]=2[C:16]2[CH:21]=[CH:20][CH:19]=[C:18]([NH:22][CH2:30][C:26]3[NH:25][CH:29]=[CH:28][N:27]=3)[CH:17]=2)=[CH:3]1.